From a dataset of Catalyst prediction with 721,799 reactions and 888 catalyst types from USPTO. Predict which catalyst facilitates the given reaction. (1) Reactant: [Cl:1][C:2]1[CH:7]=[CH:6][C:5]([C:8]2[O:9][C:10]3[C:11](=[C:13]([C:17](O)=[O:18])[CH:14]=[CH:15][CH:16]=3)[N:12]=2)=[C:4]([O:20][CH3:21])[CH:3]=1.Cl.C(N=C=NCCCN(C)C)C.ON1C2C=CC=CC=2N=N1.Cl.Cl.[NH2:46][C@H:47]1[CH:52]2[CH2:53][CH2:54][N:49]([CH2:50][CH2:51]2)[CH2:48]1.C(N(CC)CC)C. The catalyst class is: 174. Product: [N:49]12[CH2:54][CH2:53][CH:52]([CH2:51][CH2:50]1)[C@H:47]([NH:46][C:17]([C:13]1[CH:14]=[CH:15][CH:16]=[C:10]3[O:9][C:8]([C:5]4[CH:6]=[CH:7][C:2]([Cl:1])=[CH:3][C:4]=4[O:20][CH3:21])=[N:12][C:11]=13)=[O:18])[CH2:48]2. (2) Reactant: [CH2:1]([O:8][C:9]1[C:10](=[O:31])[CH:11]=[C:12]([CH2:29][OH:30])[N:13]2[CH2:18][CH2:17][N:16]([CH2:19][C:20]3[CH:25]=[CH:24][C:23]([Cl:26])=[C:22]([Cl:27])[CH:21]=3)[C:15](=[O:28])[C:14]=12)[C:2]1[CH:7]=[CH:6][CH:5]=[CH:4][CH:3]=1.CC(OI1(OC(C)=O)(OC(C)=O)OC(=O)C2C=CC=CC1=2)=O. Product: [CH2:1]([O:8][C:9]1[C:10](=[O:31])[CH:11]=[C:12]([CH:29]=[O:30])[N:13]2[CH2:18][CH2:17][N:16]([CH2:19][C:20]3[CH:25]=[CH:24][C:23]([Cl:26])=[C:22]([Cl:27])[CH:21]=3)[C:15](=[O:28])[C:14]=12)[C:2]1[CH:7]=[CH:6][CH:5]=[CH:4][CH:3]=1. The catalyst class is: 22. (3) Reactant: [OH-:1].[Na+].[CH2:3]([OH:5])[CH3:4].[CH:6](=[O:13])[C:7]1[CH:12]=[CH:11][CH:10]=[CH:9][CH:8]=1.Cl. Product: [C:6]([C:7]1[CH:12]=[CH:11][C:10]([C:3](=[O:5])[CH:4]=[CH:6][C:7]2[CH:12]=[CH:11][CH:10]=[CH:9][CH:8]=2)=[CH:9][CH:8]=1)([OH:1])=[O:13]. The catalyst class is: 6. (4) Reactant: [CH3:1][C:2]([CH2:9][CH2:10][CH2:11][CH:12]([CH3:24])[CH2:13][CH2:14][CH2:15][CH:16]([CH3:23])[CH2:17][CH2:18][CH2:19][CH:20]([CH3:22])[CH3:21])=[CH:3][CH2:4][C:5]([O:7][CH3:8])=[O:6].[OH:25][CH2:26][CH:27](CO)[OH:28].C(=O)([O-])[O-].[K+].[K+].Cl. Product: [CH3:1][C:2]([CH2:9][CH2:10][CH2:11][CH:12]([CH3:24])[CH2:13][CH2:14][CH2:15][CH:16]([CH3:23])[CH2:17][CH2:18][CH2:19][CH:20]([CH3:22])[CH3:21])=[CH:3][CH2:4][C:5]([O:7][CH2:8][CH:26]([CH2:27][OH:28])[OH:25])=[O:6]. The catalyst class is: 9.